This data is from Full USPTO retrosynthesis dataset with 1.9M reactions from patents (1976-2016). The task is: Predict the reactants needed to synthesize the given product. (1) Given the product [NH2:14][C@H:10]([CH2:11][O:12][CH3:13])[C:9]([NH:8][CH2:1][C:2]1[CH:7]=[CH:6][CH:5]=[CH:4][CH:3]=1)=[O:20], predict the reactants needed to synthesize it. The reactants are: [CH2:1]([NH:8][C:9](=[O:20])[C@H:10]([NH:14]C(OCC)=O)[CH2:11][O:12][CH3:13])[C:2]1[CH:7]=[CH:6][CH:5]=[CH:4][CH:3]=1.[OH-].[Na+]. (2) Given the product [CH2:10]([N:9]1[C:5](=[O:41])[C:6]2[C:36](=[CH:4][C:5]([Cl:1])=[CH:6][CH:7]=2)[N:37]=[C:38]1[CH:39]1[CH2:33][CH2:34][NH:30][C:28](=[O:29])[N:35]1[CH2:16][C:11]1[CH:10]=[CH:27][C:25]([CH3:26])=[CH:13][CH:12]=1)[C:11]1[CH:12]=[CH:13][CH:14]=[CH:15][CH:16]=1.[CH3:17][C:14]1[CH:15]=[CH:16][C:11]([CH2:10][N:9]2[CH:5]([C:4]([OH:3])=[O:18])[CH2:6][CH2:7][NH:8][C:28]2=[O:29])=[CH:12][CH:13]=1, predict the reactants needed to synthesize it. The reactants are: [ClH:1].C[O:3][C:4](=[O:18])[CH:5]([NH:9][CH2:10][C:11]1[CH:16]=[CH:15][C:14]([CH3:17])=[CH:13][CH:12]=1)[CH2:6][CH2:7][NH2:8].CCN([CH:25]([CH3:27])[CH3:26])C(C)C.[C:28]([N:35]1[CH:39]=[CH:38][N:37]=[CH:36]1)([N:30]1[CH:34]=[CH:33]N=C1)=[O:29].[Li+].[OH-:41]. (3) Given the product [CH3:1][O:2][C:3](=[O:27])[CH2:4][CH2:5][C:6]([N:8]1[CH2:9][CH:10]2[CH:11]([NH:24]2)[CH2:12]1)=[O:7], predict the reactants needed to synthesize it. The reactants are: [CH3:1][O:2][C:3](=[O:27])[CH2:4][CH2:5][C:6]([N:8]1[CH2:12][C@H:11](OS(C2C=CC(C)=CC=2)(=O)=O)[C@@H:10]([N:24]=[N+]=[N-])[CH2:9]1)=[O:7].C1(P(C2C=CC=CC=2)C2C=CC=CC=2)C=CC=CC=1.O.C(N(CC)CC)C. (4) Given the product [Br:11][CH2:1][C:2]1[CH:9]=[C:8]([F:10])[CH:7]=[CH:6][C:3]=1[C:4]#[N:5], predict the reactants needed to synthesize it. The reactants are: [CH3:1][C:2]1[CH:9]=[C:8]([F:10])[CH:7]=[CH:6][C:3]=1[C:4]#[N:5].[Br:11]N1C(=O)CCC1=O.C(OOC(=O)C1C=CC=CC=1)(=O)C1C=CC=CC=1.